This data is from Forward reaction prediction with 1.9M reactions from USPTO patents (1976-2016). The task is: Predict the product of the given reaction. (1) Given the reactants [C:1]([C:5]1[CH:10]=[CH:9][C:8]([S:11]([N:14]([CH2:22][C:23](O)=[O:24])[C:15]2[CH:20]=[CH:19][C:18]([CH3:21])=[CH:17][CH:16]=2)(=[O:13])=[O:12])=[CH:7][CH:6]=1)([CH3:4])([CH3:3])[CH3:2].[CH:26]([NH:29][CH2:30][CH2:31][OH:32])([CH3:28])[CH3:27], predict the reaction product. The product is: [C:1]([C:5]1[CH:6]=[CH:7][C:8]([S:11]([N:14]([C:15]2[CH:16]=[CH:17][C:18]([CH3:21])=[CH:19][CH:20]=2)[CH2:22][C:23]([N:29]([CH2:30][CH2:31][OH:32])[CH:26]([CH3:28])[CH3:27])=[O:24])(=[O:13])=[O:12])=[CH:9][CH:10]=1)([CH3:4])([CH3:3])[CH3:2]. (2) Given the reactants [CH3:1][S:2]([C:5]1[CH:6]=[CH:7][C:8]2[CH2:13][O:12][CH:11]([CH2:14][NH:15][CH2:16][CH2:17][CH3:18])[O:10][C:9]=2[CH:19]=1)(=[O:4])=[O:3].[CH2:20](Br)[C:21]1[CH:26]=[CH:25][CH:24]=[CH:23][CH:22]=1.C(=O)([O-])[O-].[K+].[K+].C(#N)C, predict the reaction product. The product is: [CH2:20]([N:15]([CH2:14][CH:11]1[O:10][C:9]2[CH:19]=[C:5]([S:2]([CH3:1])(=[O:4])=[O:3])[CH:6]=[CH:7][C:8]=2[CH2:13][O:12]1)[CH2:16][CH2:17][CH3:18])[C:21]1[CH:26]=[CH:25][CH:24]=[CH:23][CH:22]=1. (3) Given the reactants [NH2:1][C:2]1[S:6][N:5]=[CH:4][N:3]=1.[CH3:7][O:8][C:9]1[CH:16]=[C:15]([O:17][CH3:18])[CH:14]=[CH:13][C:10]=1[CH:11]=O.[BH4-].[Na+].Cl.[OH-].[Na+], predict the reaction product. The product is: [CH3:7][O:8][C:9]1[CH:16]=[C:15]([O:17][CH3:18])[CH:14]=[CH:13][C:10]=1[CH2:11][NH:1][C:2]1[S:6][N:5]=[CH:4][N:3]=1. (4) Given the reactants [C:1]([Br:5])(Br)(Br)Br.[CH2:6]([O:13][CH2:14][CH2:15][CH2:16][CH2:17][CH2:18][CH2:19]CO)[CH2:7][CH2:8][CH2:9][CH2:10][CH2:11][CH3:12].C1(P(C2C=CC=CC=2)C2C=CC=CC=2)C=CC=CC=1, predict the reaction product. The product is: [Br:5][CH2:1][CH2:19][CH2:18][CH2:17][CH2:16][CH2:15][CH2:14][O:13][CH2:6][CH2:7][CH2:8][CH2:9][CH2:10][CH2:11][CH3:12]. (5) Given the reactants [NH2:1][C:2]1[CH:10]=[CH:9][C:8]([Br:11])=[CH:7][C:3]=1[C:4]([OH:6])=[O:5].OS(O)(=O)=O.[CH3:17]O, predict the reaction product. The product is: [CH3:17][O:5][C:4](=[O:6])[C:3]1[CH:7]=[C:8]([Br:11])[CH:9]=[CH:10][C:2]=1[NH2:1]. (6) Given the reactants N[C:2]1[C:11]2[N:10]=[C:9]([CH3:12])[C:8](=[O:13])[NH:7][C:6]=2[N:5]=[C:4]([S:14][CH2:15][C:16]2[CH:21]=[CH:20][CH:19]=[C:18]([F:22])[C:17]=2[F:23])[N:3]=1.C(Br)(Br)[Br:25], predict the reaction product. The product is: [Br:25][C:2]1[C:11]2[N:10]=[C:9]([CH3:12])[C:8](=[O:13])[NH:7][C:6]=2[N:5]=[C:4]([S:14][CH2:15][C:16]2[CH:21]=[CH:20][CH:19]=[C:18]([F:22])[C:17]=2[F:23])[N:3]=1. (7) Given the reactants [CH2:1]([NH:8][CH:9]1[CH2:15][C:14]2[CH:16]=[C:17]([OH:20])[CH:18]=[CH:19][C:13]=2[CH2:12][CH2:11][CH2:10]1)[C:2]1[CH:7]=[CH:6][CH:5]=[CH:4][CH:3]=1.[C:21](O[C:21]([O:23][C:24]([CH3:27])([CH3:26])[CH3:25])=[O:22])([O:23][C:24]([CH3:27])([CH3:26])[CH3:25])=[O:22], predict the reaction product. The product is: [CH2:1]([N:8]([C:21]([O:23][C:24]([CH3:27])([CH3:26])[CH3:25])=[O:22])[CH:9]1[CH2:10][CH2:11][CH2:12][C:13]2[CH:19]=[CH:18][C:17]([OH:20])=[CH:16][C:14]=2[CH2:15]1)[C:2]1[CH:3]=[CH:4][CH:5]=[CH:6][CH:7]=1. (8) The product is: [F:1][C:2]1[CH:7]=[CH:6][CH:5]=[CH:4][C:3]=1[N:8]1[C:12]([C:13]2[CH:14]=[CH:15][N:16]=[CH:17][CH:18]=2)=[C:11]([C:19]2[O:20][N:34]=[C:26]([C:27]3[CH:32]=[CH:31][CH:30]=[CH:29][C:28]=3[CH3:33])[N:25]=2)[N:10]=[N:9]1. Given the reactants [F:1][C:2]1[CH:7]=[CH:6][CH:5]=[CH:4][C:3]=1[N:8]1[C:12]([C:13]2[CH:18]=[CH:17][N:16]=[CH:15][CH:14]=2)=[C:11]([C:19](OCC)=[O:20])[N:10]=[N:9]1.O[N:25]=[C:26]([NH2:34])[C:27]1[CH:32]=[CH:31][CH:30]=[CH:29][C:28]=1[CH3:33], predict the reaction product.